From a dataset of Forward reaction prediction with 1.9M reactions from USPTO patents (1976-2016). Predict the product of the given reaction. (1) The product is: [NH2:1][C:2]1[N:6]([CH3:7])[C:5](=[O:8])[C:4]([C:15]2[CH:16]=[C:17]([C:29]3[CH:28]=[CH:27][CH:26]=[C:25]([O:24][CH3:23])[CH:30]=3)[C:18]([OH:21])=[CH:19][CH:20]=2)([C:9]2[CH:14]=[CH:13][CH:12]=[CH:11][CH:10]=2)[N:3]=1. Given the reactants [NH2:1][C:2]1[N:6]([CH3:7])[C:5](=[O:8])[C:4]([C:15]2[CH:20]=[CH:19][C:18]([OH:21])=[C:17](Br)[CH:16]=2)([C:9]2[CH:14]=[CH:13][CH:12]=[CH:11][CH:10]=2)[N:3]=1.[CH3:23][O:24][C:25]1[CH:26]=[C:27](B(O)O)[CH:28]=[CH:29][CH:30]=1, predict the reaction product. (2) Given the reactants [NH:1]1[CH:5]=[C:4]([CH:6]=[O:7])[CH:3]=[N:2]1.C(=O)([O-])[O-].[K+].[K+].[CH:14]1(Br)[CH2:16][CH2:15]1.C(Cl)Cl, predict the reaction product. The product is: [CH:14]1([N:1]2[CH:5]=[C:4]([CH:6]=[O:7])[CH:3]=[N:2]2)[CH2:16][CH2:15]1. (3) Given the reactants [O:1]1[CH:5]=[CH:4][CH:3]=[C:2]1[C:6]1[NH:11][C:10](=[O:12])[C:9]([CH:13]([NH:15][C:16](=O)[CH3:17])[CH3:14])=[N:8][N:7]=1.P(Cl)(Cl)(Cl)=O, predict the reaction product. The product is: [O:1]1[CH:5]=[CH:4][CH:3]=[C:2]1[C:6]1[NH:11][C:10](=[O:12])[C:9]2=[C:13]([CH3:14])[N:15]=[C:16]([CH3:17])[N:8]2[N:7]=1.